Dataset: Catalyst prediction with 721,799 reactions and 888 catalyst types from USPTO. Task: Predict which catalyst facilitates the given reaction. (1) Reactant: [F:1][C:2]([F:13])([F:12])[C:3]([C:5]1([S:8]([NH2:11])(=[O:10])=[O:9])[CH2:7][CH2:6]1)=[O:4].[CH3:14][Mg]Br.[Cl-].[NH4+]. Product: [F:13][C:2]([F:1])([F:12])[C:3]([C:5]1([S:8]([NH2:11])(=[O:9])=[O:10])[CH2:7][CH2:6]1)([OH:4])[CH3:14]. The catalyst class is: 165. (2) Reactant: [CH2:1]([N:4]([CH2:28][CH2:29][CH3:30])[CH2:5][CH2:6][CH2:7][CH2:8][N:9]([CH3:27])[S:10]([C:13]1[CH:18]=[CH:17][C:16]([CH2:19][NH:20][CH2:21][C:22]2[NH:23][CH:24]=[CH:25][N:26]=2)=[CH:15][CH:14]=1)(=[O:12])=[O:11])[CH2:2][CH3:3].[CH3:31][N:32]1[CH:36]=[CH:35][N:34]=[C:33]1[CH:37]=O.C([BH3-])#N.[Na+].C(O)(=O)C. Product: [CH2:28]([N:4]([CH2:1][CH2:2][CH3:3])[CH2:5][CH2:6][CH2:7][CH2:8][N:9]([CH3:27])[S:10]([C:13]1[CH:18]=[CH:17][C:16]([CH2:19][N:20]([CH2:21][C:22]2[NH:26][CH:25]=[CH:24][N:23]=2)[CH2:37][C:33]2[N:32]([CH3:31])[CH:36]=[CH:35][N:34]=2)=[CH:15][CH:14]=1)(=[O:11])=[O:12])[CH2:29][CH3:30]. The catalyst class is: 5. (3) Reactant: [CH:1]([C:3]1[CH:10]=[CH:9][C:6]([C:7]#[N:8])=[CH:5][CH:4]=1)=O.[N+:11]([CH3:14])([O-:13])=[O:12].[OH-].[Na+].Cl. Product: [N+:11]([CH:14]=[CH:1][C:3]1[CH:10]=[CH:9][C:6]([C:7]#[N:8])=[CH:5][CH:4]=1)([O-:13])=[O:12]. The catalyst class is: 5. (4) Reactant: C(S)CCCCCCCCCCC.[Al+3].[Cl-].[Cl-].[Cl-].[F:18][C:19]1[CH:20]=[CH:21][C:22]([C:25]2[CH:30]=[CH:29][C:28]([O:31]C)=[CH:27][C:26]=2[F:33])=[N:23][CH:24]=1. The catalyst class is: 11. Product: [F:33][C:26]1[CH:27]=[C:28]([OH:31])[CH:29]=[CH:30][C:25]=1[C:22]1[CH:21]=[CH:20][C:19]([F:18])=[CH:24][N:23]=1.